Dataset: Forward reaction prediction with 1.9M reactions from USPTO patents (1976-2016). Task: Predict the product of the given reaction. The product is: [Cl:12][C:13]1[C:18]([N:19]2[CH2:20][CH2:21][CH:22]([C:25]3[CH:30]=[CH:29][N:28]=[CH:27][CH:26]=3)[CH2:23][CH2:24]2)=[CH:17][N:16]=[N:15][C:14]=1[NH:31][NH:32][C:9](=[O:11])[CH2:8][CH:5]1[CH2:6][CH2:7]1. Given the reactants S(Cl)(Cl)=O.[CH:5]1([CH2:8][C:9]([OH:11])=O)[CH2:7][CH2:6]1.[Cl:12][C:13]1[C:18]([N:19]2[CH2:24][CH2:23][CH:22]([C:25]3[CH:30]=[CH:29][N:28]=[CH:27][CH:26]=3)[CH2:21][CH2:20]2)=[CH:17][N:16]=[N:15][C:14]=1[NH:31][NH2:32].C(=O)(O)[O-].[Na+], predict the reaction product.